From a dataset of Reaction yield outcomes from USPTO patents with 853,638 reactions. Predict the reaction yield, written as a fraction of the theoretical maximum amount of product (1.0 means a 100% yield; for example, 0.34 means a 34% yield). (1) The reactants are [Br:1][C:2]1[CH:18]=[CH:17][C:5]2[C:6]3[N:7]=[C:8]([C:14]([NH2:16])=O)[S:9][C:10]=3[CH2:11][CH2:12][O:13][C:4]=2[CH:3]=1.P(Cl)(Cl)(Cl)=O.O. The catalyst is N1C=CC=CC=1. The product is [Br:1][C:2]1[CH:18]=[CH:17][C:5]2[C:6]3[N:7]=[C:8]([C:14]#[N:16])[S:9][C:10]=3[CH2:11][CH2:12][O:13][C:4]=2[CH:3]=1. The yield is 0.720. (2) The reactants are [I:1][C:2]1[CH:7]=[CH:6][NH:5][C:4](=[O:8])[CH:3]=1.[C:9]([O-])([O-])=O.[K+].[K+].IC.O. The catalyst is CN(C=O)C.CCOC(C)=O. The product is [I:1][C:2]1[CH:7]=[CH:6][N:5]([CH3:9])[C:4](=[O:8])[CH:3]=1. The yield is 0.530. (3) The reactants are [C:1]([O:5][C:6]([N:8]1[CH2:13][CH2:12][NH:11][C:10](=[O:14])[CH2:9]1)=[O:7])([CH3:4])([CH3:3])[CH3:2].[H-].[Na+].[CH3:17]I. The product is [C:1]([O:5][C:6]([N:8]1[CH2:13][CH2:12][N:11]([CH3:17])[C:10](=[O:14])[CH2:9]1)=[O:7])([CH3:4])([CH3:2])[CH3:3]. The catalyst is CN(C=O)C. The yield is 0.560. (4) The reactants are Cl.[CH3:2][O:3][NH:4][CH3:5].C[Al](C)C.[C:10]([N:17]1[CH2:22][CH2:21][N:20]([CH2:23][C:24]([O:26]CC)=O)[CH2:19][CH2:18]1)([O:12][C:13]([CH3:16])([CH3:15])[CH3:14])=[O:11]. The catalyst is C(Cl)Cl. The product is [CH3:2][O:3][N:4]([CH3:5])[C:24](=[O:26])[CH2:23][N:20]1[CH2:19][CH2:18][N:17]([C:10]([O:12][C:13]([CH3:14])([CH3:15])[CH3:16])=[O:11])[CH2:22][CH2:21]1. The yield is 0.570. (5) The reactants are [CH3:1][O:2][CH2:3][CH2:4][CH2:5][C:6]([O:8][CH3:9])=[O:7].[Li+].C[Si]([N-][Si](C)(C)C)(C)C.Cl[Si](C)(C)C.BrN1C(=O)CCC1=O.C(=O)([O-])[O-].[K+].[K+].[NH:39]1[CH:43]=[CH:42][CH:41]=[N:40]1. The catalyst is C1COCC1.O. The yield is 0.130. The product is [CH3:1][O:2][CH2:3][CH2:4][CH:5]([N:39]1[CH:43]=[CH:42][CH:41]=[N:40]1)[C:6]([O:8][CH3:9])=[O:7]. (6) The reactants are [F:1][C:2]1[CH:7]=[CH:6][C:5]([F:8])=[CH:4][C:3]=1[C:9](=O)[CH3:10].[NH2:12][C:13]([NH2:15])=[S:14]. No catalyst specified. The product is [NH2:15][C:13]1[S:14][CH:10]=[C:9]([C:3]2[CH:4]=[C:5]([F:8])[CH:6]=[CH:7][C:2]=2[F:1])[N:12]=1. The yield is 0.778. (7) The reactants are Br[C:2]1[CH:3]=[C:4]2[C@:15]3([CH2:19][S:18][C:17]([NH2:20])=[N:16]3)[C:14]3[C:9](=[CH:10][CH:11]=[C:12]([C:21]4[CH:22]=[N:23][CH:24]=[CH:25][C:26]=4[F:27])[CH:13]=3)[O:8][C:5]2=[N:6][CH:7]=1.CN(C=O)C.C[Si](C)(C)[C:35]#[C:36][C:37]1([CH3:41])[CH2:40][O:39][CH2:38]1. The catalyst is [Cu]I.C1C=CC([P]([Pd]([P](C2C=CC=CC=2)(C2C=CC=CC=2)C2C=CC=CC=2)([P](C2C=CC=CC=2)(C2C=CC=CC=2)C2C=CC=CC=2)[P](C2C=CC=CC=2)(C2C=CC=CC=2)C2C=CC=CC=2)(C2C=CC=CC=2)C2C=CC=CC=2)=CC=1.CO. The product is [F:27][C:26]1[CH:25]=[CH:24][N:23]=[CH:22][C:21]=1[C:12]1[CH:13]=[C:14]2[C@@:15]3([CH2:19][S:18][C:17]([NH2:20])=[N:16]3)[C:4]3[C:5](=[N:6][CH:7]=[C:2]([C:35]#[C:36][C:37]4([CH3:41])[CH2:40][O:39][CH2:38]4)[CH:3]=3)[O:8][C:9]2=[CH:10][CH:11]=1. The yield is 0.280. (8) The reactants are [Cl:1][C:2]1[CH:7]=[CH:6][C:5]([CH2:8][CH2:9][CH2:10]O)=[CH:4][CH:3]=1.[BrH:12]. The catalyst is O. The product is [Br:12][CH2:10][CH2:9][CH2:8][C:5]1[CH:6]=[CH:7][C:2]([Cl:1])=[CH:3][CH:4]=1. The yield is 0.350.